From a dataset of Full USPTO retrosynthesis dataset with 1.9M reactions from patents (1976-2016). Predict the reactants needed to synthesize the given product. (1) The reactants are: [F:1][C:2]1[C:7]([O:8][C:9]([F:12])([F:11])[F:10])=[CH:6][CH:5]=[CH:4][C:3]=1[C:13]1(O)[CH2:18][CH2:17][N:16]([CH2:19][CH2:20][CH3:21])[CH2:15][CH2:14]1.[OH-].[Na+]. Given the product [F:1][C:2]1[C:7]([O:8][C:9]([F:10])([F:11])[F:12])=[CH:6][CH:5]=[CH:4][C:3]=1[C:13]1[CH2:18][CH2:17][N:16]([CH2:19][CH2:20][CH3:21])[CH2:15][CH:14]=1, predict the reactants needed to synthesize it. (2) Given the product [CH3:26][C:23]1[C:22]([CH2:27][O:38][CH:36]([CH3:37])[CH2:35][C:29]2[CH:34]=[CH:33][CH:32]=[CH:31][CH:30]=2)=[C:21]([C:18]2[CH:17]=[CH:16][C:15]([C:12]3[CH:13]=[CH:14][C:9]([C:6]4([C:4]([OH:3])=[O:5])[CH2:8][CH2:7]4)=[CH:10][CH:11]=3)=[CH:20][CH:19]=2)[O:25][N:24]=1, predict the reactants needed to synthesize it. The reactants are: C([O:3][C:4]([C:6]1([C:9]2[CH:14]=[CH:13][C:12]([C:15]3[CH:20]=[CH:19][C:18]([C:21]4[O:25][N:24]=[C:23]([CH3:26])[C:22]=4[CH2:27]Br)=[CH:17][CH:16]=3)=[CH:11][CH:10]=2)[CH2:8][CH2:7]1)=[O:5])C.[C:29]1([CH2:35][CH:36]([OH:38])[CH3:37])[CH:34]=[CH:33][CH:32]=[CH:31][CH:30]=1. (3) Given the product [Br:11][C:8]1[N:7]([CH2:12][C:13]#[C:14][CH3:15])[C:6]2[C:5](=[O:16])[N:4]([CH2:19][C:20]3[N:29]=[C:28]([CH3:30])[C:27]4[C:22](=[CH:23][CH:24]=[CH:25][CH:26]=4)[N:21]=3)[C:3](=[O:17])[N:2]([CH3:1])[C:10]=2[N:9]=1, predict the reactants needed to synthesize it. The reactants are: [CH3:1][N:2]1[C:10]2[N:9]=[C:8]([Br:11])[N:7]([CH2:12][C:13]#[C:14][CH3:15])[C:6]=2[C:5](=[O:16])[NH:4][C:3]1=[O:17].Cl[CH2:19][C:20]1[N:29]=[C:28]([CH3:30])[C:27]2[C:22](=[CH:23][CH:24]=[CH:25][CH:26]=2)[N:21]=1. (4) Given the product [NH2:1][C:2]1[C:7]2=[C:8]([Br:33])[C:9]([C:24]#[N:25])=[C:10]([CH:11]3[CH2:12][CH2:13][N:14]([C:17]([O:19][C:20]([CH3:22])([CH3:21])[CH3:23])=[O:18])[CH2:15][CH2:16]3)[N:6]2[N:5]=[CH:4][N:3]=1, predict the reactants needed to synthesize it. The reactants are: [NH2:1][C:2]1[C:7]2=[CH:8][C:9]([C:24]#[N:25])=[C:10]([CH:11]3[CH2:16][CH2:15][N:14]([C:17]([O:19][C:20]([CH3:23])([CH3:22])[CH3:21])=[O:18])[CH2:13][CH2:12]3)[N:6]2[N:5]=[CH:4][N:3]=1.C1C(=O)N([Br:33])C(=O)C1. (5) Given the product [Br:11][C:12]1[CH:17]=[CH:16][C:15]([O:18][C:2]2[NH:6][C:5]3[CH:7]=[CH:8][CH:9]=[CH:10][C:4]=3[N:3]=2)=[CH:14][CH:13]=1, predict the reactants needed to synthesize it. The reactants are: Cl[C:2]1[NH:6][C:5]2[CH:7]=[CH:8][CH:9]=[CH:10][C:4]=2[N:3]=1.[Br:11][C:12]1[CH:17]=[CH:16][C:15]([OH:18])=[CH:14][CH:13]=1.